This data is from Full USPTO retrosynthesis dataset with 1.9M reactions from patents (1976-2016). The task is: Predict the reactants needed to synthesize the given product. (1) Given the product [Cl:22][C:23]1[CH:28]=[CH:27][C:26]([C:8]2[N:12]3[N:13]=[CH:14][CH:15]=[CH:16][C:11]3=[N:10][C:9]=2[C:17]([O:19][CH2:20][CH3:21])=[O:18])=[CH:25][CH:24]=1, predict the reactants needed to synthesize it. The reactants are: C(=O)([O-])[O-].[Na+].[Na+].I[C:8]1[N:12]2[N:13]=[CH:14][CH:15]=[CH:16][C:11]2=[N:10][C:9]=1[C:17]([O:19][CH2:20][CH3:21])=[O:18].[Cl:22][C:23]1[CH:28]=[CH:27][C:26](B(O)O)=[CH:25][CH:24]=1. (2) The reactants are: [O:1]1[C:6]2[CH:7]=[CH:8][C:9]([CH2:11][CH2:12][N:13]3[CH2:18][CH2:17][N:16]([CH2:19][CH2:20][N:21]4[C:30]5[C:25](=[CH:26][CH:27]=[C:28]([O:31][CH3:32])[CH:29]=5)[C:24]([CH3:33])=[CH:23][C:22]4=[O:34])[CH2:15][CH:14]3[C:35]([O:37]CC)=[O:36])=[CH:10][C:5]=2[O:4][CH2:3][CH2:2]1.[OH-].[Na+]. Given the product [O:1]1[C:6]2[CH:7]=[CH:8][C:9]([CH2:11][CH2:12][N:13]3[CH2:18][CH2:17][N:16]([CH2:19][CH2:20][N:21]4[C:30]5[C:25](=[CH:26][CH:27]=[C:28]([O:31][CH3:32])[CH:29]=5)[C:24]([CH3:33])=[CH:23][C:22]4=[O:34])[CH2:15][CH:14]3[C:35]([OH:37])=[O:36])=[CH:10][C:5]=2[O:4][CH2:3][CH2:2]1, predict the reactants needed to synthesize it. (3) Given the product [CH2:25]([O:27][CH:28]([O:31][CH2:32][CH3:33])[CH2:29][NH:30]/[CH:3]=[CH:4]\[C:5](=[C:19]([C:20]#[N:21])[C:22]#[N:23])[C:6]1[CH:15]=[CH:14][C:13]2[C:8](=[CH:9][CH:10]=[C:11]([N:16]([CH3:17])[CH3:18])[CH:12]=2)[CH:7]=1)[CH3:26], predict the reactants needed to synthesize it. The reactants are: CN(C)/[CH:3]=[CH:4]/[C:5](=[C:19]([C:22]#[N:23])[C:20]#[N:21])[C:6]1[CH:15]=[CH:14][C:13]2[C:8](=[CH:9][CH:10]=[C:11]([N:16]([CH3:18])[CH3:17])[CH:12]=2)[CH:7]=1.[CH2:25]([O:27][CH:28]([O:31][CH2:32][CH3:33])[CH2:29][NH2:30])[CH3:26].